This data is from Reaction yield outcomes from USPTO patents with 853,638 reactions. The task is: Predict the reaction yield, written as a fraction of the theoretical maximum amount of product (1.0 means a 100% yield; for example, 0.34 means a 34% yield). (1) The reactants are [OH:1][C:2]1[CH:7]=[C:6]([O:8][CH2:9][O:10][CH2:11][CH2:12][O:13][CH3:14])[CH:5]=[C:4]([O:15][CH2:16][O:17][CH2:18][CH2:19][O:20][CH3:21])[C:3]=1[C:22](=[O:24])[CH3:23].C(=O)([O-])[O-].[K+].[K+].F[C:32]1[CH:37]=[CH:36][C:35]([N+:38]([O-:40])=[O:39])=[CH:34][CH:33]=1. The catalyst is CS(C)=O. The product is [CH3:21][O:20][CH2:19][CH2:18][O:17][CH2:16][O:15][C:4]1[CH:5]=[C:6]([O:8][CH2:9][O:10][CH2:11][CH2:12][O:13][CH3:14])[CH:7]=[C:2]([O:1][C:32]2[CH:37]=[CH:36][C:35]([N+:38]([O-:40])=[O:39])=[CH:34][CH:33]=2)[C:3]=1[C:22](=[O:24])[CH3:23]. The yield is 0.540. (2) The reactants are [NH2:1][C:2]1[S:3]/[C:4](=[CH:8]\[C:9]2[CH:14]=[C:13]([O:15][CH2:16][CH2:17][CH3:18])[C:12]([OH:19])=[C:11]([Cl:20])[CH:10]=2)/[C:5](=[O:7])[N:6]=1.Br[CH2:22][C:23]([C:25]1[S:26][CH:27]=[CH:28][CH:29]=1)=O. No catalyst specified. The product is [Cl:20][C:11]1[CH:10]=[C:9](/[CH:8]=[C:4]2/[C:5](=[O:7])[N:6]3[CH:22]=[C:23]([C:25]4[S:26][CH:27]=[CH:28][CH:29]=4)[N:1]=[C:2]3[S:3]/2)[CH:14]=[C:13]([O:15][CH2:16][CH2:17][CH3:18])[C:12]=1[OH:19]. The yield is 0.370. (3) The yield is 0.470. The catalyst is O. The product is [OH:1][CH:2]([C:26]1[CH:27]=[CH:28][C:29]([C:30]([OH:32])=[O:31])=[CH:34][CH:35]=1)[CH2:3][CH2:4][CH2:5][N:6]1[CH2:7][CH2:8][CH:9]([C:12]([OH:25])([C:13]2[CH:14]=[CH:15][CH:16]=[CH:17][CH:18]=2)[C:19]2[CH:24]=[CH:23][CH:22]=[CH:21][CH:20]=2)[CH2:10][CH2:11]1. The reactants are [OH:1][CH:2]([C:26]1[CH:35]=[CH:34][C:29]([C:30]([O:32]C)=[O:31])=[CH:28][CH:27]=1)[CH2:3][CH2:4][CH2:5][N:6]1[CH2:11][CH2:10][CH:9]([C:12]([OH:25])([C:19]2[CH:24]=[CH:23][CH:22]=[CH:21][CH:20]=2)[C:13]2[CH:18]=[CH:17][CH:16]=[CH:15][CH:14]=2)[CH2:8][CH2:7]1.C1COCC1.[Li+].[OH-].Cl.